This data is from Reaction yield outcomes from USPTO patents with 853,638 reactions. The task is: Predict the reaction yield, written as a fraction of the theoretical maximum amount of product (1.0 means a 100% yield; for example, 0.34 means a 34% yield). (1) The reactants are [OH:1][C:2]1[C:9]([I:10])=[C:8]([O:11][CH3:12])[CH:7]=[CH:6][C:3]=1[CH:4]=O.[F:13][C:14](/[C:17](=C\C)/C(OCC)=O)([F:16])[F:15].C(=O)([O-])[O-].[Cs+].[Cs+].CN(C)C=O.[C:36]([O:39][CH2:40][CH3:41])(=[O:38])[CH3:37]. No catalyst specified. The product is [I:10][C:9]1[C:8]([O:11][CH3:12])=[CH:7][CH:6]=[C:3]2[C:2]=1[O:1][CH:17]([C:14]([F:16])([F:15])[F:13])[C:37]([C:36]([O:39][CH2:40][CH3:41])=[O:38])=[CH:4]2. The yield is 0.140. (2) The reactants are O1CCCC1.[CH:6]1([O:11][C:12]2[CH:17]=[CH:16][C:15]([CH2:18][C:19](Cl)=[N:20][OH:21])=[CH:14][CH:13]=2)[CH2:10][CH2:9][CH2:8][CH2:7]1.[C:23]([C:25]1[C:26]([NH2:31])=[N:27][CH:28]=[CH:29][CH:30]=1)#[CH:24].C(N(CC)CC)C. The catalyst is O. The product is [CH:6]1([O:11][C:12]2[CH:17]=[CH:16][C:15]([CH2:18][C:19]3[CH:24]=[C:23]([C:25]4[C:26]([NH2:31])=[N:27][CH:28]=[CH:29][CH:30]=4)[O:21][N:20]=3)=[CH:14][CH:13]=2)[CH2:10][CH2:9][CH2:8][CH2:7]1. The yield is 0.220.